This data is from Forward reaction prediction with 1.9M reactions from USPTO patents (1976-2016). The task is: Predict the product of the given reaction. (1) Given the reactants [CH3:1][CH2:2][O:3][C:4]1[N:12]([CH2:13][C:14]2[CH:19]=[CH:18][C:17]([C:20]3[C:25]([C:26]4[N:30](C(C5C=CC=CC=5)(C5C=CC=CC=5)C5C=CC=CC=5)[N:29]=[N:28][N:27]=4)=[CH:24][CH:23]=[CH:22][CH:21]=3)=[CH:16][CH:15]=2)[C:11]2[C:6](=[CH:7][CH:8]=[CH:9][C:10]=2[C:50]([O:52][CH:53]([O:55][C:56]([O:58][CH:59]2[CH2:64][CH2:63][CH2:62][CH2:61][CH2:60]2)=[O:57])[CH3:54])=[O:51])[N:5]=1.CO, predict the reaction product. The product is: [CH3:1][CH2:2][O:3][C:4]1[N:12]([CH2:13][C:14]2[CH:19]=[CH:18][C:17]([C:20]3[CH:21]=[CH:22][CH:23]=[CH:24][C:25]=3[C:26]3[N:27]=[N:28][NH:29][N:30]=3)=[CH:16][CH:15]=2)[C:11]2[C:10]([C:50]([O:52][CH:53]([O:55][C:56]([O:58][CH:59]3[CH2:60][CH2:61][CH2:62][CH2:63][CH2:64]3)=[O:57])[CH3:54])=[O:51])=[CH:9][CH:8]=[CH:7][C:6]=2[N:5]=1. (2) Given the reactants [CH2:1]([O:3][P:4]([CH2:9][C:10]1[CH:11]=[N:12][C:13]([N+:18]([O-])=O)=[C:14]([O:16][CH3:17])[CH:15]=1)(=[O:8])[O:5][CH2:6][CH3:7])[CH3:2], predict the reaction product. The product is: [CH2:1]([O:3][P:4]([CH2:9][C:10]1[CH:11]=[N:12][C:13]([NH2:18])=[C:14]([O:16][CH3:17])[CH:15]=1)(=[O:8])[O:5][CH2:6][CH3:7])[CH3:2]. (3) Given the reactants C(=O)(O)N.[F:5][C:6]1[CH:7]=[C:8]([NH:16][C:17](=[O:19])O)[CH:9]=[CH:10][C:11]=1[C:12]([F:15])([F:14])[F:13].[CH3:20][O:21][C:22]1[CH:23]=[C:24]2[C:29](=[CH:30][C:31]=1[O:32][CH2:33][CH2:34][O:35][CH3:36])[N:28]=[CH:27][N:26]=[C:25]2[O:37][C:38]1[CH:39]=[C:40]([CH:42]=[CH:43][CH:44]=1)[NH2:41].C(N(C(C)C)CC)(C)C, predict the reaction product. The product is: [F:5][C:6]1[CH:7]=[C:8]([NH:16][C:17]([NH:41][C:40]2[CH:42]=[CH:43][CH:44]=[C:38]([O:37][C:25]3[C:24]4[C:29](=[CH:30][C:31]([O:32][CH2:33][CH2:34][O:35][CH3:36])=[C:22]([O:21][CH3:20])[CH:23]=4)[N:28]=[CH:27][N:26]=3)[CH:39]=2)=[O:19])[CH:9]=[CH:10][C:11]=1[C:12]([F:13])([F:14])[F:15]. (4) Given the reactants Cl.[Cl:2][C:3]1[CH:4]=[C:5]([CH:25]=[CH:26][C:27]=1[OH:28])[NH:6][C:7]1[C:16]2[C:11](=[CH:12][CH:13]=[CH:14][C:15]=2[O:17][CH:18]2[CH2:23][CH2:22][N:21]([CH3:24])[CH2:20][CH2:19]2)[N:10]=[CH:9][N:8]=1.[F:29][C:30]1[CH:31]=[C:32]([CH:35]=[CH:36][C:37]=1[F:38])[CH2:33]Cl, predict the reaction product. The product is: [Cl:2][C:3]1[CH:4]=[C:5]([CH:25]=[CH:26][C:27]=1[O:28][CH2:33][C:32]1[CH:35]=[CH:36][C:37]([F:38])=[C:30]([F:29])[CH:31]=1)[NH:6][C:7]1[C:16]2[C:11](=[CH:12][CH:13]=[CH:14][C:15]=2[O:17][CH:18]2[CH2:23][CH2:22][N:21]([CH3:24])[CH2:20][CH2:19]2)[N:10]=[CH:9][N:8]=1. (5) Given the reactants [CH:1](Br)([C:8]1[CH:13]=[CH:12][CH:11]=[CH:10][CH:9]=1)[C:2]1[CH:7]=[CH:6][CH:5]=[CH:4][CH:3]=1.C([O-])([O-])=O.[Cs+].[Cs+].[C:21](#[N:23])[CH3:22], predict the reaction product. The product is: [CH:1]([N:23]1[C:7]2[C:2](=[CH:3][CH:4]=[CH:5][CH:6]=2)[CH:22]=[CH:21]1)([C:8]1[CH:13]=[CH:12][CH:11]=[CH:10][CH:9]=1)[C:2]1[CH:7]=[CH:6][CH:5]=[CH:4][CH:3]=1. (6) Given the reactants [CH3:1][C@@H:2]1[CH2:6][CH2:5][C:4](=O)[CH:3]1[C:8]([O:10]CC)=O.[NH2:13][C:14]([NH2:16])=[S:15].[OH-].[K+], predict the reaction product. The product is: [SH:15][C:14]1[N:13]=[C:8]([OH:10])[C:3]2[C@H:2]([CH3:1])[CH2:6][CH2:5][C:4]=2[N:16]=1. (7) Given the reactants [CH3:1][C:2]1[CH:7]=[CH:6][C:5]([C:8]2[O:9][C:10]([CH3:13])=[N:11][N:12]=2)=[CH:4][C:3]=1[C:14]1[CH:19]=[CH:18][C:17]([C:20](O)=[O:21])=[CH:16][CH:15]=1.[NH2:23][C:24]1[CH:29]=[CH:28][CH:27]=[CH:26][CH:25]=1.Cl.CN(C)CCCN=C=NCC, predict the reaction product. The product is: [CH3:1][C:2]1[CH:7]=[CH:6][C:5]([C:8]2[O:9][C:10]([CH3:13])=[N:11][N:12]=2)=[CH:4][C:3]=1[C:14]1[CH:15]=[CH:16][C:17]([C:20]([NH:23][C:24]2[CH:29]=[CH:28][CH:27]=[CH:26][CH:25]=2)=[O:21])=[CH:18][CH:19]=1. (8) Given the reactants [Br:1][C:2]1[CH:3]=[C:4]2[C:8](=[CH:9][CH:10]=1)[NH:7][CH:6]=[CH:5]2.[H-].[Na+].[F:13][C:14]1[CH:21]=[CH:20][CH:19]=[CH:18][C:15]=1[CH2:16]Br, predict the reaction product. The product is: [F:13][C:14]1[CH:21]=[CH:20][CH:19]=[CH:18][C:15]=1[CH2:16][N:7]1[C:8]2[C:4](=[CH:3][C:2]([Br:1])=[CH:10][CH:9]=2)[CH:5]=[CH:6]1. (9) Given the reactants [NH2:1][C@H:2]1[C:11]2[C:6](=[CH:7][CH:8]=[CH:9][CH:10]=2)[N:5]([C:12](=[O:14])[CH3:13])[C@@H:4]([CH:15]2[CH2:17][CH2:16]2)[C@@H:3]1[CH3:18].Br[C:20]1[CH:25]=[CH:24][C:23]([F:26])=[CH:22][N:21]=1.CN(C1C(C2C(P(C3CCCCC3)C3CCCCC3)=CC=CC=2)=CC=CC=1)C.CC(C)([O-])C.[Na+], predict the reaction product. The product is: [CH:15]1([C@H:4]2[C@H:3]([CH3:18])[C@@H:2]([NH:1][C:20]3[CH:25]=[CH:24][C:23]([F:26])=[CH:22][N:21]=3)[C:11]3[C:6](=[CH:7][CH:8]=[CH:9][CH:10]=3)[N:5]2[C:12](=[O:14])[CH3:13])[CH2:17][CH2:16]1.